Dataset: Forward reaction prediction with 1.9M reactions from USPTO patents (1976-2016). Task: Predict the product of the given reaction. (1) Given the reactants Cl.[CH3:2][O:3][C:4]1[CH:5]=[C:6]([C:12]2[C@@H:21]3[C@@H:16]([CH2:17][CH2:18][CH2:19][CH2:20]3)[C:15](=[O:22])[N:14]([CH:23]3[CH2:28][CH2:27][NH:26][CH2:25][CH2:24]3)[N:13]=2)[CH:7]=[CH:8][C:9]=1[O:10][CH3:11].[C:29]([O:33][C:34]([NH:36][C@H:37]([C:46](O)=[O:47])[CH2:38][C:39]1[CH:44]=[CH:43][C:42]([OH:45])=[CH:41][CH:40]=1)=[O:35])([CH3:32])([CH3:31])[CH3:30].CCOC(C(C#N)=NOC(N1CCOCC1)=[N+](C)C)=O.F[P-](F)(F)(F)(F)F.CCN(C(C)C)C(C)C.C(=O)(O)[O-].[Na+], predict the reaction product. The product is: [CH3:2][O:3][C:4]1[CH:5]=[C:6]([C:12]2[C@@H:21]3[C@@H:16]([CH2:17][CH2:18][CH2:19][CH2:20]3)[C:15](=[O:22])[N:14]([CH:23]3[CH2:24][CH2:25][N:26]([C:46](=[O:47])[C@@H:37]([NH:36][C:34](=[O:35])[O:33][C:29]([CH3:30])([CH3:31])[CH3:32])[CH2:38][C:39]4[CH:40]=[CH:41][C:42]([OH:45])=[CH:43][CH:44]=4)[CH2:27][CH2:28]3)[N:13]=2)[CH:7]=[CH:8][C:9]=1[O:10][CH3:11]. (2) Given the reactants FC1C=C([N+]([O-])=O)C(OC)=CC=1C(O)=O.[F:16][C:17]1[CH:18]=[C:19]([CH:23]=[C:24]([O:29][CH3:30])[C:25]=1[N+:26]([O-:28])=[O:27])[C:20](O)=[O:21], predict the reaction product. The product is: [F:16][C:17]1[CH:18]=[C:19]([CH2:20][OH:21])[CH:23]=[C:24]([O:29][CH3:30])[C:25]=1[N+:26]([O-:28])=[O:27]. (3) Given the reactants [C:1]([C:3]1[C:4]([N:16]2[CH2:19][CH:18]([C:20](O)=[O:21])[CH2:17]2)=[N:5][C:6]([O:14][CH3:15])=[C:7]([C:9]([O:11][CH2:12][CH3:13])=[O:10])[CH:8]=1)#[N:2].[F:23][C:24]1[CH:29]=[C:28]([F:30])[CH:27]=[CH:26][C:25]=1[CH2:31][S:32]([NH2:35])(=[O:34])=[O:33], predict the reaction product. The product is: [CH2:12]([O:11][C:9](=[O:10])[C:7]1[CH:8]=[C:3]([C:1]#[N:2])[C:4]([N:16]2[CH2:19][CH:18]([C:20](=[O:21])[NH:35][S:32]([CH2:31][C:25]3[CH:26]=[CH:27][C:28]([F:30])=[CH:29][C:24]=3[F:23])(=[O:33])=[O:34])[CH2:17]2)=[N:5][C:6]=1[O:14][CH3:15])[CH3:13]. (4) The product is: [Cl:1][C:2]1[S:3][C:4]([CH:19]2[C@H:24]([O:25][CH2:26][C:27]3[CH:28]=[CH:29][CH:30]=[CH:31][CH:32]=3)[C@@H:23]([O:33][CH2:34][C:35]3[CH:40]=[CH:39][CH:38]=[CH:37][CH:36]=3)[C@H:22]([O:41][CH2:42][C:43]3[CH:44]=[CH:45][CH:46]=[CH:47][CH:48]=3)[C@@H:21]([CH2:49][O:50][CH2:51][C:52]3[CH:53]=[CH:54][CH:55]=[CH:56][CH:57]=3)[O:20]2)=[CH:5][C:6]=1[CH2:7][OH:8]. Given the reactants [Cl:1][C:2]1[S:3][C:4]([CH:19]2[C@H:24]([O:25][CH2:26][C:27]3[CH:32]=[CH:31][CH:30]=[CH:29][CH:28]=3)[C@@H:23]([O:33][CH2:34][C:35]3[CH:40]=[CH:39][CH:38]=[CH:37][CH:36]=3)[C@H:22]([O:41][CH2:42][C:43]3[CH:48]=[CH:47][CH:46]=[CH:45][CH:44]=3)[C@@H:21]([CH2:49][O:50][CH2:51][C:52]3[CH:57]=[CH:56][CH:55]=[CH:54][CH:53]=3)[O:20]2)=[CH:5][C:6]=1[CH2:7][O:8][Si](C(C)C)(C(C)C)C(C)C.CCCC[N+](CCCC)(CCCC)CCCC.[F-], predict the reaction product.